From a dataset of hERG Central: cardiac toxicity at 1µM, 10µM, and general inhibition. Predict hERG channel inhibition at various concentrations. (1) The compound is Cl.OC(COc1ccccc1)CN1CCC(Cc2ccccc2)CC1. Results: hERG_inhib (hERG inhibition (general)): blocker. (2) The molecule is O=C1CC2(CCN(C(=O)c3ccc(F)cc3)CC2)Oc2ccccc21. Results: hERG_inhib (hERG inhibition (general)): blocker. (3) The compound is Cn1c(-c2ccccc2)cnc1NCc1cc2c(cc1[N+](=O)[O-])OCO2. Results: hERG_inhib (hERG inhibition (general)): blocker. (4) The drug is O=C(Nc1c(C(=O)N2CCN(c3ccccn3)CC2)oc2ccccc12)c1ccc([N+](=O)[O-])cc1. Results: hERG_inhib (hERG inhibition (general)): blocker. (5) The compound is CNC(=O)c1[nH]cnc1C(=O)N[C@@H](CC(C)C)C(=O)OCc1ccccc1. Results: hERG_inhib (hERG inhibition (general)): blocker. (6) The molecule is Cc1ccc(C(=O)Nc2cccc(C(F)(F)F)c2)cc1Nc1ncnc2nc[nH]c12. Results: hERG_inhib (hERG inhibition (general)): blocker. (7) The molecule is CCOc1cc(/C=C\[N+](=O)[O-])ccc1OCC(=O)N1CCOCC1. Results: hERG_inhib (hERG inhibition (general)): blocker.